This data is from Reaction yield outcomes from USPTO patents with 853,638 reactions. The task is: Predict the reaction yield, written as a fraction of the theoretical maximum amount of product (1.0 means a 100% yield; for example, 0.34 means a 34% yield). (1) The reactants are C(OC(N1CCN([C:14]2[C:15]3[C:36]([O:37][CH3:38])=[CH:35][N:34]=[CH:33][C:16]=3[N:17]=[C:18]([C:20]3[CH:25]=[CH:24][N:23]=[C:22]([NH:26][C:27]4[CH:32]=[CH:31][CH:30]=[CH:29][CH:28]=4)[CH:21]=3)[N:19]=2)CC1)=O)(C)(C)C.CC1(C)C2C(=C(P(C3C=CC=CC=3)C3C=CC=CC=3)C=CC=2)[O:60]C2C(P(C3C=CC=CC=3)C3C=CC=CC=3)=CC=CC1=2.C(=O)([O-])[O-].[Cs+].[Cs+].O1CCOCC1. The catalyst is CC([O-])=O.CC([O-])=O.[Pd+2].O. The product is [CH3:38][O:37][C:36]1[C:15]2[C:14]([OH:60])=[N:19][C:18]([C:20]3[CH:25]=[CH:24][N:23]=[C:22]([NH:26][C:27]4[CH:28]=[CH:29][CH:30]=[CH:31][CH:32]=4)[CH:21]=3)=[N:17][C:16]=2[CH:33]=[N:34][CH:35]=1. The yield is 0.590. (2) The reactants are CS(Cl)(=O)=O.[CH3:6][C:7]([NH:14][S:15]([CH2:18][CH:19](O)[C:20]1[CH:21]=[N:22][CH:23]=[CH:24][CH:25]=1)(=[O:17])=[O:16])([CH3:13])[CH2:8][C:9]([CH3:12])([CH3:11])[CH3:10].C(N(CC)CC)C.O. The catalyst is ClCCl. The product is [CH3:13][C:7]([NH:14][S:15](/[CH:18]=[CH:19]/[C:20]1[CH:21]=[N:22][CH:23]=[CH:24][CH:25]=1)(=[O:17])=[O:16])([CH3:6])[CH2:8][C:9]([CH3:10])([CH3:11])[CH3:12]. The yield is 0.730.